This data is from Full USPTO retrosynthesis dataset with 1.9M reactions from patents (1976-2016). The task is: Predict the reactants needed to synthesize the given product. (1) Given the product [CH2:1]([O:3][C:4](=[O:32])[CH2:5][CH:6]([C:25]1[CH:26]=[N:27][C:28]([CH3:31])=[N:29][CH:30]=1)[CH2:7][CH2:8][CH2:9][CH2:10][CH2:11][CH2:12][C:13]1[N:18]=[C:17]2[N:19]([C:22](=[O:24])[CH3:23])[CH2:20][CH2:21][C:16]2=[CH:15][CH:14]=1)[CH3:2], predict the reactants needed to synthesize it. The reactants are: [CH2:1]([O:3][C:4](=[O:32])[CH2:5][CH:6]([C:25]1[CH:26]=[N:27][C:28]([CH3:31])=[N:29][CH:30]=1)[CH:7]=[CH:8][CH2:9][CH2:10][CH2:11][CH2:12][C:13]1[N:18]=[C:17]2[N:19]([C:22](=[O:24])[CH3:23])[CH2:20][CH2:21][C:16]2=[CH:15][CH:14]=1)[CH3:2].C([O-])=O.[NH4+]. (2) Given the product [CH2:7]([O:14][C:15]1[C:16]([Br:28])=[CH:17][C:18]([C:23]([O:22][CH3:1])=[O:24])=[C:19]([O:20][CH2:21][CH3:26])[CH:27]=1)[C:8]1[CH:9]=[CH:10][CH:11]=[CH:12][CH:13]=1, predict the reactants needed to synthesize it. The reactants are: [C:1](=O)([O-])[O-].[K+].[K+].[CH2:7]([O:14][C:15]1[C:16]([Br:28])=[CH:17][C:18]2[C:23](=[O:24])[O:22][C:21]([CH3:26])(C)[O:20][C:19]=2[CH:27]=1)[C:8]1[CH:13]=[CH:12][CH:11]=[CH:10][CH:9]=1. (3) Given the product [Cl:1][C:2]1[S:6][C:5]([CH2:7][N:8]2[C:12]3=[CH:13][N:14]=[C:15]([C:17]([NH:82][OH:83])=[O:19])[CH:16]=[C:11]3[CH:10]=[CH:9]2)=[CH:4][CH:3]=1, predict the reactants needed to synthesize it. The reactants are: [Cl:1][C:2]1[S:6][C:5]([CH2:7][N:8]2[C:12]3=[CH:13][N:14]=[C:15]([C:17]([O:19]CC)=O)[CH:16]=[C:11]3[CH:10]=[CH:9]2)=[CH:4][CH:3]=1.N1C2=CN=C(C(OCC)=O)C=C2C=C1.ClC1SC(CCl)=CC=1.ClC1C(F)=C(C(F)=CC=1)CN1C2=CN=C(C(O)=O)C=C2C=C1.ClC1C(F)=C(C(F)=CC=1)CN1C2=CN=C(C([NH:82][OH:83])=O)C=C2C=C1.ClC1SC(CN2C3=CN=C(C(O)=O)C=C3C=C2)=CC=1.Cl.NO. (4) Given the product [F:11][C:3]1[CH:4]=[C:5]([N+:8]([O-:10])=[O:9])[CH:6]=[CH:7][C:2]=1[N:12]1[CH2:17][CH2:16][S:15][CH2:14][CH2:13]1, predict the reactants needed to synthesize it. The reactants are: F[C:2]1[CH:7]=[CH:6][C:5]([N+:8]([O-:10])=[O:9])=[CH:4][C:3]=1[F:11].[NH:12]1[CH2:17][CH2:16][S:15][CH2:14][CH2:13]1.C(N(C(C)C)C(C)C)C.